From a dataset of Full USPTO retrosynthesis dataset with 1.9M reactions from patents (1976-2016). Predict the reactants needed to synthesize the given product. (1) Given the product [CH3:1][N:2]1[CH2:7][CH2:6][N:5]([CH2:8][C:9]2[CH:16]=[CH:15][C:12]([C:23](=[O:22])[CH3:24])=[CH:11][CH:10]=2)[CH2:4][CH2:3]1, predict the reactants needed to synthesize it. The reactants are: [CH3:1][N:2]1[CH2:7][CH2:6][N:5]([CH2:8][C:9]2[CH:16]=[CH:15][C:12](C#N)=[CH:11][CH:10]=2)[CH2:4][CH2:3]1.C[Mg]Br.C([O:22][CH2:23][CH3:24])C.Cl. (2) Given the product [CH3:11][CH:10]1[O:17][C:16](=[O:18])[CH2:12][CH2:13][CH2:14][CH2:15]1, predict the reactants needed to synthesize it. The reactants are: CC1CCCCC1=O.Cl[C:10]1[CH:15]=[CH:14][CH:13]=[C:12]([C:16]([O:18]O)=[O:17])[CH:11]=1.